Dataset: Catalyst prediction with 721,799 reactions and 888 catalyst types from USPTO. Task: Predict which catalyst facilitates the given reaction. (1) Reactant: [NH2:1][C:2]1([C:13]2[CH:18]=[CH:17][C:16]([CH:19]([CH3:21])[CH3:20])=[CH:15][C:14]=2[O:22][CH3:23])[C:10](=[O:11])[C:9]2[C:4](=[CH:5][CH:6]=[CH:7][CH:8]=2)[C:3]1=[O:12].ClC(Cl)(O[C:28](=[O:34])OC(Cl)(Cl)Cl)Cl.[CH2:36]([NH2:38])[CH3:37].ClCCl. Product: [CH2:36]([NH:38][C:28]([NH:1][C:2]1([C:13]2[CH:18]=[CH:17][C:16]([CH:19]([CH3:21])[CH3:20])=[CH:15][C:14]=2[O:22][CH3:23])[C:10](=[O:11])[C:9]2[C:4](=[CH:5][CH:6]=[CH:7][CH:8]=2)[C:3]1=[O:12])=[O:34])[CH3:37]. The catalyst class is: 1. (2) Reactant: [O:1]([C@@H:9]1[C@@H:16]2[N:12]([C:13](=[O:28])[N:14]([C:18]3[CH:25]=[CH:24][C:21]([C:22]#[N:23])=[C:20]([Cl:26])[C:19]=3[CH3:27])[C@@H:15]2[CH3:17])[CH2:11][CH2:10]1)[Si](C(C)(C)C)(C)C.CCCC[N+](CCCC)(CCCC)CCCC.[F-]. The catalyst class is: 1. Product: [OH:1][C@H:9]1[C@@H:16]2[N:12]([C:13](=[O:28])[N:14]([C:18]3[CH:25]=[CH:24][C:21]([C:22]#[N:23])=[C:20]([Cl:26])[C:19]=3[CH3:27])[C@H:15]2[CH3:17])[CH2:11][CH2:10]1. (3) Reactant: [C:1]1([C:7]2[C:12]([C:13]([F:16])([F:15])[F:14])=[CH:11][C:10]([O:17][CH3:18])=[CH:9][C:8]=2[O:19][CH3:20])[CH2:6][CH2:5][CH2:4][CH2:3][CH:2]=1. Product: [CH:1]1([C:7]2[C:12]([C:13]([F:16])([F:15])[F:14])=[CH:11][C:10]([O:17][CH3:18])=[CH:9][C:8]=2[O:19][CH3:20])[CH2:2][CH2:3][CH2:4][CH2:5][CH2:6]1. The catalyst class is: 5.